This data is from Peptide-MHC class I binding affinity with 185,985 pairs from IEDB/IMGT. The task is: Regression. Given a peptide amino acid sequence and an MHC pseudo amino acid sequence, predict their binding affinity value. This is MHC class I binding data. (1) The MHC is Mamu-A11 with pseudo-sequence Mamu-A11. The peptide sequence is DEFKPIVQY. The binding affinity (normalized) is 0.164. (2) The peptide sequence is VPKIFIDNIY. The MHC is HLA-B07:02 with pseudo-sequence HLA-B07:02. The binding affinity (normalized) is 0.00163.